From a dataset of Forward reaction prediction with 1.9M reactions from USPTO patents (1976-2016). Predict the product of the given reaction. (1) Given the reactants [NH2:1][C:2]1[CH:3]=[C:4]([C:8]2[C:9]3[C:16]([C:17]([O:19][CH2:20][CH3:21])=[O:18])=[CH:15][NH:14][C:10]=3[N:11]=[CH:12][N:13]=2)[CH:5]=[CH:6][CH:7]=1.[F:22][C:23]([F:28])([F:27])[CH:24](O)O.C([BH3-])#N.[Na+].C(=O)([O-])[O-].[Na+].[Na+], predict the reaction product. The product is: [F:22][C:23]([F:28])([F:27])[CH2:24][NH:1][C:2]1[CH:3]=[C:4]([C:8]2[C:9]3[C:16]([C:17]([O:19][CH2:20][CH3:21])=[O:18])=[CH:15][NH:14][C:10]=3[N:11]=[CH:12][N:13]=2)[CH:5]=[CH:6][CH:7]=1. (2) Given the reactants C([O:3][C:4]([C:6]1[NH:7][C:8]2[C:13]([CH:14]=1)=[CH:12][CH:11]=[C:10]([Cl:15])[CH:9]=2)=O)C.[H-].[Al+3].[Li+].[H-].[H-].[H-], predict the reaction product. The product is: [Cl:15][C:10]1[CH:9]=[C:8]2[C:13]([CH:14]=[C:6]([CH2:4][OH:3])[NH:7]2)=[CH:12][CH:11]=1. (3) The product is: [Si:1]([O:18][CH2:19][C:20]1[C:25]([N:26]2[CH2:31][C@H:30]([CH3:32])[O:29][C@H:28]([CH3:33])[CH2:27]2)=[C:24]([F:34])[C:23]([F:35])=[C:22]([C:38](=[O:39])[CH:37]([F:44])[F:36])[CH:21]=1)([C:14]([CH3:16])([CH3:17])[CH3:15])([C:2]1[CH:7]=[CH:6][CH:5]=[CH:4][CH:3]=1)[C:8]1[CH:13]=[CH:12][CH:11]=[CH:10][CH:9]=1. Given the reactants [Si:1]([O:18][CH2:19][C:20]1[C:25]([N:26]2[CH2:31][C@H:30]([CH3:32])[O:29][C@H:28]([CH3:33])[CH2:27]2)=[C:24]([F:34])[C:23]([F:35])=[CH:22][CH:21]=1)([C:14]([CH3:17])([CH3:16])[CH3:15])([C:8]1[CH:13]=[CH:12][CH:11]=[CH:10][CH:9]=1)[C:2]1[CH:7]=[CH:6][CH:5]=[CH:4][CH:3]=1.[F:36][CH:37]([F:44])[C:38](N(OC)C)=[O:39], predict the reaction product. (4) Given the reactants [F:1][C:2]([F:33])([F:32])[C:3]([NH:5][C@@H:6]1[CH2:31][CH2:30][N:9]2[C:10]3[CH:23]=[CH:22][C:21]([C:24]4N=NN(C)[N:28]=4)=[CH:20][C:11]=3[C@H:12]([CH3:19])[C:13]3[CH:18]=[CH:17][CH:16]=[CH:15][C:14]=3[C@H:8]2[CH2:7]1)=[O:4].O.[CH:35]1[CH:36]=CC([As]([C:35]2[CH:36]=CC=[CH:39][CH:40]=2)[C:35]2[CH:36]=CC=[CH:39][CH:40]=2)=[CH:39][CH:40]=1.BrC1C=CC=CN=1, predict the reaction product. The product is: [F:32][C:2]([F:1])([F:33])[C:3]([NH:5][C@@H:6]1[CH2:31][CH2:30][N:9]2[C:10]3[CH:23]=[CH:22][C:21]([C:24]4[CH:39]=[CH:40][CH:35]=[CH:36][N:28]=4)=[CH:20][C:11]=3[C@H:12]([CH3:19])[C:13]3[CH:18]=[CH:17][CH:16]=[CH:15][C:14]=3[C@H:8]2[CH2:7]1)=[O:4]. (5) Given the reactants [NH2:1][C:2]([CH2:15][F:16])([CH2:7][C:8]1[CH:13]=[CH:12][CH:11]=[C:10]([OH:14])[CH:9]=1)[C:3]([O:5][CH3:6])=[O:4].[C:17](O[C:17]([O:19][C:20]([CH3:23])([CH3:22])[CH3:21])=[O:18])([O:19][C:20]([CH3:23])([CH3:22])[CH3:21])=[O:18].C(=O)(O)[O-].[Na+], predict the reaction product. The product is: [C:20]([O:19][C:17]([NH:1][C:2]([CH2:15][F:16])([CH2:7][C:8]1[CH:13]=[CH:12][CH:11]=[C:10]([OH:14])[CH:9]=1)[C:3]([O:5][CH3:6])=[O:4])=[O:18])([CH3:23])([CH3:22])[CH3:21]. (6) Given the reactants [Br:1][C:2]1[S:3][C:4](Br)=[CH:5][CH:6]=1.[CH3:8][C:9]1[CH:14]=[CH:13][C:12](B(O)OC(O)=O)=[CH:11][CH:10]=1.[C:21]([O-])([O-])=[O:22].[K+].[K+].CC[OH:29], predict the reaction product. The product is: [CH3:21][O:22][C:8](=[O:29])[C:9]1[CH:10]=[CH:11][C:12]([C:4]2[S:3][C:2]([Br:1])=[CH:6][CH:5]=2)=[CH:13][CH:14]=1. (7) Given the reactants C1(C#C)C=CC=CC=1.[C:9]1([CH2:15][C:16]#[CH:17])[CH:14]=[CH:13][CH:12]=[CH:11][CH:10]=1.[N:18]([C:21]1[S:22][C:23]([C:27]([NH:29][CH2:30][C:31]2[CH:36]=[CH:35][CH:34]=[CH:33][CH:32]=2)=[O:28])=[C:24]([CH3:26])[N:25]=1)=[N+:19]=[N-:20], predict the reaction product. The product is: [CH2:30]([NH:29][C:27]([C:23]1[S:22][C:21]([N:18]2[CH:17]=[C:16]([CH2:15][C:9]3[CH:14]=[CH:13][CH:12]=[CH:11][CH:10]=3)[N:20]=[N:19]2)=[N:25][C:24]=1[CH3:26])=[O:28])[C:31]1[CH:32]=[CH:33][CH:34]=[CH:35][CH:36]=1. (8) Given the reactants [NH2:1][C@@H:2]([C:7]([O:9][CH3:10])=[O:8])[CH2:3][CH2:4][CH2:5][CH3:6].Cl.[C:12](O[C:12]([O:14][C:15]([CH3:18])([CH3:17])[CH3:16])=[O:13])([O:14][C:15]([CH3:18])([CH3:17])[CH3:16])=[O:13].C(N(CC)CC)C, predict the reaction product. The product is: [NH:1]([C:12]([O:14][C:15]([CH3:18])([CH3:17])[CH3:16])=[O:13])[C@@H:2]([C:7]([O:9][CH3:10])=[O:8])[CH2:3][CH2:4][CH2:5][CH3:6].